From a dataset of Catalyst prediction with 721,799 reactions and 888 catalyst types from USPTO. Predict which catalyst facilitates the given reaction. (1) Reactant: Cl[C:2]1[CH:11]=[CH:10][C:5]([C:6]([O:8][CH3:9])=[O:7])=[CH:4][N:3]=1.[C:12]([C:14]1[CH:15]=[C:16](B(O)O)[CH:17]=[CH:18][CH:19]=1)#[N:13].C(=O)([O-])[O-].[K+].[K+]. Product: [C:12]([C:14]1[CH:19]=[C:18]([C:2]2[CH:11]=[CH:10][C:5]([C:6]([O:8][CH3:9])=[O:7])=[CH:4][N:3]=2)[CH:17]=[CH:16][CH:15]=1)#[N:13]. The catalyst class is: 203. (2) Reactant: [CH3:1][O:2][C:3]1[CH:4]=[C:5]2[C:10](=[CH:11][C:12]=1[O:13][CH3:14])[N:9]=[CH:8][N:7]=[C:6]2O.P(Cl)(Cl)([Cl:18])=O.C(N(CC)CC)C. Product: [Cl:18][C:6]1[C:5]2[C:10](=[CH:11][C:12]([O:13][CH3:14])=[C:3]([O:2][CH3:1])[CH:4]=2)[N:9]=[CH:8][N:7]=1. The catalyst class is: 2. (3) Reactant: [CH2:1]([C:3]1[C:11]2[C:6](=[CH:7][CH:8]=[CH:9][C:10]=2[NH:12][C:13]([C:15]2[N:19]3[CH:20]=[CH:21][CH:22]=[CH:23][C:18]3=[N:17][CH:16]=2)=[O:14])[N:5]([CH2:24][C:25]2[CH:30]=[CH:29][CH:28]=[C:27]([OH:31])[N:26]=2)[N:4]=1)[CH3:2].CS(O[C@@H:37]1[CH2:41][CH2:40][N:39]([C:42]([O:44][C:45]([CH3:48])([CH3:47])[CH3:46])=[O:43])[CH2:38]1)(=O)=O.C([O-])([O-])=O.[Cs+].[Cs+]. Product: [CH2:1]([C:3]1[C:11]2[C:6](=[CH:7][CH:8]=[CH:9][C:10]=2[NH:12][C:13]([C:15]2[N:19]3[CH:20]=[CH:21][CH:22]=[CH:23][C:18]3=[N:17][CH:16]=2)=[O:14])[N:5]([CH2:24][C:25]2[N:26]=[C:27]([O:31][C@H:41]3[CH2:37][CH2:38][N:39]([C:42]([O:44][C:45]([CH3:48])([CH3:47])[CH3:46])=[O:43])[CH2:40]3)[CH:28]=[CH:29][CH:30]=2)[N:4]=1)[CH3:2]. The catalyst class is: 44. (4) Reactant: [CH2:1]([C@@:3]1([C:13]([O:15][CH3:16])=[O:14])[CH2:7][C:6]2[CH:8]=[C:9]([OH:12])[CH:10]=[CH:11][C:5]=2[O:4]1)[CH3:2].C([O-])([O-])=O.[Cs+].[Cs+]. Product: [CH3:16][O:15][C:13]([C@:3]1([CH2:1][CH3:2])[CH2:7][C:6]2[CH:8]=[C:9]([O:12][CH2:7][CH2:3][CH:1]=[CH2:2])[CH:10]=[CH:11][C:5]=2[O:4]1)=[O:14]. The catalyst class is: 39. (5) Reactant: [O:1]1[C:5]2[CH:6]=[CH:7][C:8]([S:10]([N:13]([CH2:38][CH:39]([CH3:41])[CH3:40])[CH2:14][C@@H:15]([OH:37])[C@@H:16]([NH:25][C:26](=[O:36])[O:27][C@@H:28]3[C@H:35]4[C@H:31]([O:32][CH2:33][CH2:34]4)[O:30][CH2:29]3)[CH2:17][C:18]3[CH:23]=[CH:22][C:21]([OH:24])=[CH:20][CH:19]=3)(=[O:12])=[O:11])=[CH:9][C:4]=2[O:3][CH2:2]1.[CH3:42][N:43]=[C:44]=[O:45].C(NC(C)C)(C)C. Product: [O:1]1[C:5]2[CH:6]=[CH:7][C:8]([S:10]([N:13]([CH2:38][CH:39]([CH3:41])[CH3:40])[CH2:14][C@@H:15]([OH:37])[C@@H:16]([NH:25][C:26](=[O:36])[O:27][C@@H:28]3[C@H:35]4[C@H:31]([O:32][CH2:33][CH2:34]4)[O:30][CH2:29]3)[CH2:17][C:18]3[CH:23]=[CH:22][C:21]([O:24][C:44]([NH:43][CH3:42])=[O:45])=[CH:20][CH:19]=3)(=[O:12])=[O:11])=[CH:9][C:4]=2[O:3][CH2:2]1. The catalyst class is: 4. (6) Reactant: [CH3:1][C:2]1[C:7]([CH3:8])=[CH:6][C:5]([CH3:9])=[CH:4][C:3]=1[O:10][CH3:11].[Br:12]Br.C([O-])(O)=O.[Na+]. Product: [Br:12][C:6]1[C:5]([CH3:9])=[CH:4][C:3]([O:10][CH3:11])=[C:2]([CH3:1])[C:7]=1[CH3:8]. The catalyst class is: 272. (7) The catalyst class is: 16. Reactant: CS(O[CH2:6][CH2:7][CH2:8][CH:9]([CH3:12])[C:10]#[CH:11])(=O)=O.[F:13][C:14]([F:24])([F:23])[CH2:15][CH2:16][S:17]([CH2:20][C:21]#[N:22])(=[O:19])=[O:18].C(=O)([O-])[O-].[K+].[K+].Cl. Product: [CH3:12][CH:9]([C:10]#[CH:11])[CH2:8][CH2:7][CH2:6][CH:20]([S:17]([CH2:16][CH2:15][C:14]([F:24])([F:13])[F:23])(=[O:19])=[O:18])[C:21]#[N:22]. (8) Reactant: [OH:1][C:2]1[CH:7]=[CH:6][C:5]([C:8]2[CH:13]=[CH:12][C:11]([CH2:14][C:15]([O:17][CH2:18][CH3:19])=[O:16])=[CH:10][CH:9]=2)=[CH:4][CH:3]=1.[F:20][C:21]([F:34])([F:33])[S:22](O[S:22]([C:21]([F:34])([F:33])[F:20])(=[O:24])=[O:23])(=[O:24])=[O:23].C(N(CC)CC)C. Product: [CH2:18]([O:17][C:15](=[O:16])[CH2:14][C:11]1[CH:12]=[CH:13][C:8]([C:5]2[CH:4]=[CH:3][C:2]([O:1][S:22]([C:21]([F:34])([F:33])[F:20])(=[O:24])=[O:23])=[CH:7][CH:6]=2)=[CH:9][CH:10]=1)[CH3:19]. The catalyst class is: 4. (9) Reactant: [C:1]1([C:7]2[N:8]=[C:9]([C:12]3[CH:17]=[CH:16][C:15]([OH:18])=[CH:14][CH:13]=3)[S:10][CH:11]=2)[CH:6]=[CH:5][CH:4]=[CH:3][CH:2]=1.C1(P(C2C=CC=CC=2)C2C=CC=CC=2)C=CC=CC=1.O[CH2:39][CH2:40][NH:41][C:42](=[O:51])[O:43][CH2:44][C:45]1[CH:50]=[CH:49][CH:48]=[CH:47][CH:46]=1.C1CCN(C(N=NC(N2CCCCC2)=O)=O)CC1. Product: [CH2:44]([O:43][C:42](=[O:51])[NH:41][CH2:40][CH2:39][O:18][C:15]1[CH:14]=[CH:13][C:12]([C:9]2[S:10][CH:11]=[C:7]([C:1]3[CH:2]=[CH:3][CH:4]=[CH:5][CH:6]=3)[N:8]=2)=[CH:17][CH:16]=1)[C:45]1[CH:50]=[CH:49][CH:48]=[CH:47][CH:46]=1. The catalyst class is: 359. (10) Reactant: Cl.[N+:2]([C:5]1[CH:9]=[N:8][NH:7][C:6]=1[NH2:10])([O-:4])=[O:3].[CH3:11][CH:12]([C:16](=O)[CH3:17])[C:13](=O)[CH3:14]. Product: [CH3:14][C:13]1[C:12]([CH3:11])=[C:16]([CH3:17])[N:7]2[N:8]=[CH:9][C:5]([N+:2]([O-:4])=[O:3])=[C:6]2[N:10]=1. The catalyst class is: 15.